From a dataset of Reaction yield outcomes from USPTO patents with 853,638 reactions. Predict the reaction yield, written as a fraction of the theoretical maximum amount of product (1.0 means a 100% yield; for example, 0.34 means a 34% yield). (1) The reactants are [Br:1][C:2]1[CH:11]=[C:10]2[C:5]([CH:6]([OH:14])[C:7]([CH3:13])([CH3:12])[CH2:8][O:9]2)=[CH:4][CH:3]=1.N1C=CN=C1.[CH3:20][C:21]([Si:24](Cl)([CH3:26])[CH3:25])([CH3:23])[CH3:22]. The catalyst is CN(C=O)C.C(OCC)(=O)C. The product is [Br:1][C:2]1[CH:11]=[C:10]2[C:5]([CH:6]([O:14][Si:24]([C:21]([CH3:23])([CH3:22])[CH3:20])([CH3:26])[CH3:25])[C:7]([CH3:12])([CH3:13])[CH2:8][O:9]2)=[CH:4][CH:3]=1. The yield is 0.650. (2) The reactants are [Cl:1][C:2]1[N:7]=[CH:6][C:5]([NH2:8])=[C:4](I)[CH:3]=1.[F:10][C:11]1[C:16](B(O)O)=[CH:15][C:14]([Br:20])=[CH:13][N:12]=1. The catalyst is C(#N)C.[F-].[K+]. The product is [Br:20][C:14]1[CH:15]=[C:16]([C:4]2[CH:3]=[C:2]([Cl:1])[N:7]=[CH:6][C:5]=2[NH2:8])[C:11]([F:10])=[N:12][CH:13]=1. The yield is 0.490. (3) The reactants are Cl.[NH2:2][C:3]1[CH:4]=[CH:5][C:6]([OH:12])=[C:7]([CH:11]=1)[C:8]([OH:10])=[O:9].[CH3:13]O. No catalyst specified. The product is [NH2:2][C:3]1[CH:4]=[CH:5][C:6]([OH:12])=[C:7]([CH:11]=1)[C:8]([O:10][CH3:13])=[O:9]. The yield is 0.785. (4) The reactants are [F:1][C:2]1[CH:7]=[CH:6][C:5]([N+:8]([O-])=O)=[CH:4][C:3]=1[N:11]1[C:15](=[O:16])[N:14]([CH3:17])[N:13]=[N:12]1.C(OCC)(=O)C. The catalyst is CO.[Pd]. The product is [NH2:8][C:5]1[CH:6]=[CH:7][C:2]([F:1])=[C:3]([N:11]2[C:15](=[O:16])[N:14]([CH3:17])[N:13]=[N:12]2)[CH:4]=1. The yield is 0.630. (5) The yield is 0.940. The product is [Cl:1][C:2]1[CH:7]=[CH:6][C:5]([C:8]([C:13]2[CH:14]=[C:15]3[C:20](=[CH:21][CH:22]=2)[NH:19][C:18](=[O:23])[CH:17]=[C:16]3[C:24]2[CH:29]=[CH:28][CH:27]=[C:26]([O:30][CH3:31])[CH:25]=2)=[O:9])=[CH:4][CH:3]=1. The reactants are [Cl:1][C:2]1[CH:7]=[CH:6][C:5]([C:8]2([C:13]3[CH:14]=[C:15]4[C:20](=[CH:21][CH:22]=3)[NH:19][C:18](=[O:23])[CH:17]=[C:16]4[C:24]3[CH:29]=[CH:28][CH:27]=[C:26]([O:30][CH3:31])[CH:25]=3)OCC[O:9]2)=[CH:4][CH:3]=1. The catalyst is Cl.CO.